This data is from Peptide-MHC class II binding affinity with 134,281 pairs from IEDB. The task is: Regression. Given a peptide amino acid sequence and an MHC pseudo amino acid sequence, predict their binding affinity value. This is MHC class II binding data. (1) The peptide sequence is INHPTAAAIAYGLDR. The MHC is HLA-DQA10501-DQB10301 with pseudo-sequence HLA-DQA10501-DQB10301. The binding affinity (normalized) is 0.637. (2) The peptide sequence is HAAIGAYLEEQEQWK. The MHC is DRB3_0101 with pseudo-sequence DRB3_0101. The binding affinity (normalized) is 0.227. (3) The peptide sequence is QKLMEDINVGFKAAV. The MHC is HLA-DQA10301-DQB10302 with pseudo-sequence HLA-DQA10301-DQB10302. The binding affinity (normalized) is 0.264. (4) The peptide sequence is SNKAFAEGLSGEPKG. The MHC is DRB1_0405 with pseudo-sequence DRB1_0405. The binding affinity (normalized) is 0.327. (5) The peptide sequence is STWLLKPGAGIMIFD. The MHC is HLA-DQA10401-DQB10402 with pseudo-sequence HLA-DQA10401-DQB10402. The binding affinity (normalized) is 0.375. (6) The peptide sequence is HGLDVKFHTQAFSAH. The MHC is DRB3_0101 with pseudo-sequence DRB3_0101. The binding affinity (normalized) is 0. (7) The peptide sequence is ERLAVMGDTAWDFSS. The MHC is DRB3_0301 with pseudo-sequence DRB3_0301. The binding affinity (normalized) is 0. (8) The peptide sequence is NLCCSQWGWCGSTDE. The binding affinity (normalized) is 0. The MHC is DRB5_0101 with pseudo-sequence DRB5_0101. (9) The peptide sequence is YHFDLSGHAFGAMAKKGDEQ. The MHC is DRB1_1201 with pseudo-sequence DRB1_1201. The binding affinity (normalized) is 0.309.